Regression. Given two drug SMILES strings and cell line genomic features, predict the synergy score measuring deviation from expected non-interaction effect. From a dataset of NCI-60 drug combinations with 297,098 pairs across 59 cell lines. Drug 1: CC1CCC2CC(C(=CC=CC=CC(CC(C(=O)C(C(C(=CC(C(=O)CC(OC(=O)C3CCCCN3C(=O)C(=O)C1(O2)O)C(C)CC4CCC(C(C4)OC)OCCO)C)C)O)OC)C)C)C)OC. Drug 2: C1=NNC2=C1C(=O)NC=N2. Cell line: MDA-MB-435. Synergy scores: CSS=5.47, Synergy_ZIP=-1.13, Synergy_Bliss=1.45, Synergy_Loewe=-7.02, Synergy_HSA=-0.479.